This data is from NCI-60 drug combinations with 297,098 pairs across 59 cell lines. The task is: Regression. Given two drug SMILES strings and cell line genomic features, predict the synergy score measuring deviation from expected non-interaction effect. (1) Drug 1: COC1=C(C=C2C(=C1)N=CN=C2NC3=CC(=C(C=C3)F)Cl)OCCCN4CCOCC4. Drug 2: CCC(=C(C1=CC=CC=C1)C2=CC=C(C=C2)OCCN(C)C)C3=CC=CC=C3.C(C(=O)O)C(CC(=O)O)(C(=O)O)O. Cell line: NCI-H226. Synergy scores: CSS=21.1, Synergy_ZIP=-2.29, Synergy_Bliss=2.05, Synergy_Loewe=-2.24, Synergy_HSA=0.268. (2) Drug 1: CC1=C(C=C(C=C1)NC(=O)C2=CC=C(C=C2)CN3CCN(CC3)C)NC4=NC=CC(=N4)C5=CN=CC=C5. Drug 2: CC1=C2C(C(=O)C3(C(CC4C(C3C(C(C2(C)C)(CC1OC(=O)C(C(C5=CC=CC=C5)NC(=O)C6=CC=CC=C6)O)O)OC(=O)C7=CC=CC=C7)(CO4)OC(=O)C)O)C)OC(=O)C. Cell line: OVCAR-8. Synergy scores: CSS=42.9, Synergy_ZIP=13.4, Synergy_Bliss=18.0, Synergy_Loewe=3.73, Synergy_HSA=16.7.